This data is from Forward reaction prediction with 1.9M reactions from USPTO patents (1976-2016). The task is: Predict the product of the given reaction. (1) Given the reactants [Cl:1][C:2]1[N:10](CC=C)[C:9]2[C:8](=[O:14])[NH:7][C:6](=[O:15])[N:5]([CH2:16][CH2:17][CH2:18][CH2:19][CH3:20])[C:4]=2[N:3]=1.[C:21]1([CH2:27][C:28]2[N:32]=[C:31]([CH2:33][CH2:34][CH2:35][CH2:36][CH2:37]O)[O:30][N:29]=2)[CH:26]=[CH:25][CH:24]=[CH:23][CH:22]=1.C1(P(C2C=CC=CC=2)C2C=CC=CC=2)C=CC=CC=1.C1C=CC(COC(/N=N/C(OCC2C=CC=CC=2)=O)=O)=CC=1.N1CCOCC1, predict the reaction product. The product is: [Cl:1][C:2]1[NH:10][C:9]2[C:8](=[O:14])[N:7]([CH2:37][CH2:36][CH2:35][CH2:34][CH2:33][C:31]3[O:30][N:29]=[C:28]([CH2:27][C:21]4[CH:22]=[CH:23][CH:24]=[CH:25][CH:26]=4)[N:32]=3)[C:6](=[O:15])[N:5]([CH2:16][CH2:17][CH2:18][CH2:19][CH3:20])[C:4]=2[N:3]=1. (2) Given the reactants [CH2:1]([NH2:8])[C:2]1[CH:7]=[CH:6][CH:5]=[CH:4][CH:3]=1.[CH2:9]([O:16][C:17]1[CH:24]=[CH:23][C:20]([CH:21]=O)=[CH:19][C:18]=1[O:25][CH3:26])[C:10]1[CH:15]=[CH:14][CH:13]=[CH:12][CH:11]=1.C(O[BH-](OC(=O)C)OC(=O)C)(=O)C.[Na+].C([O-])(O)=O.[Na+], predict the reaction product. The product is: [CH2:1]([NH:8][CH2:21][C:20]1[CH:23]=[CH:24][C:17]([O:16][CH2:9][C:10]2[CH:11]=[CH:12][CH:13]=[CH:14][CH:15]=2)=[C:18]([O:25][CH3:26])[CH:19]=1)[C:2]1[CH:7]=[CH:6][CH:5]=[CH:4][CH:3]=1. (3) Given the reactants Br[CH2:2][CH2:3][CH2:4][CH2:5][CH2:6][CH2:7][C:8]1[C:14]2[CH:15]=[CH:16][C:17]([OH:19])=[CH:18][C:13]=2[CH2:12][CH2:11][CH2:10][C:9]=1[C:20]1[CH:25]=[CH:24][CH:23]=[C:22]([OH:26])[CH:21]=1.[CH3:27][NH:28][CH2:29][CH2:30][CH2:31][CH2:32][S:33]([CH2:36][CH2:37][C:38]([F:41])([F:40])[F:39])(=[O:35])=[O:34], predict the reaction product. The product is: [OH:26][C:22]1[CH:21]=[C:20]([C:9]2[CH2:10][CH2:11][CH2:12][C:13]3[CH:18]=[C:17]([OH:19])[CH:16]=[CH:15][C:14]=3[C:8]=2[CH2:7][CH2:6][CH2:5][CH2:4][CH2:3][CH2:2][N:28]([CH3:27])[CH2:29][CH2:30][CH2:31][CH2:32][S:33]([CH2:36][CH2:37][C:38]([F:41])([F:39])[F:40])(=[O:35])=[O:34])[CH:25]=[CH:24][CH:23]=1. (4) Given the reactants Br[C:2]1[C:12]2[C:13]3[C:5]([CH2:6][CH:7]([O:14][Si:15]([O:18][C:19]([CH3:22])([CH3:21])[CH3:20])([CH3:17])[CH3:16])[C:8]=3[CH:9]=[CH:10][CH:11]=2)=[CH:4][CH:3]=1.CN(C)[CH:25]=[O:26].Cl, predict the reaction product. The product is: [CH:25]([C:2]1[C:12]2[C:13]3[C:5]([CH2:6][CH:7]([O:14][Si:15]([O:18][C:19]([CH3:22])([CH3:21])[CH3:20])([CH3:17])[CH3:16])[C:8]=3[CH:9]=[CH:10][CH:11]=2)=[CH:4][CH:3]=1)=[O:26]. (5) Given the reactants [Cl-].[Al+3].[Cl-].[Cl-].[Cl:5][CH2:6][CH2:7][CH2:8][C:9](Cl)=[O:10].[C:12]1([CH:18]([CH3:20])[CH3:19])[CH:17]=[CH:16][CH:15]=[CH:14][CH:13]=1, predict the reaction product. The product is: [Cl:5][CH2:6][CH2:7][CH2:8][C:9]([C:15]1[CH:16]=[CH:17][C:12]([CH:18]([CH3:20])[CH3:19])=[CH:13][CH:14]=1)=[O:10].